This data is from Full USPTO retrosynthesis dataset with 1.9M reactions from patents (1976-2016). The task is: Predict the reactants needed to synthesize the given product. (1) Given the product [CH3:9][O:10][C:2]1[N:7]=[C:6]([NH2:8])[CH:5]=[N:4][CH:3]=1, predict the reactants needed to synthesize it. The reactants are: Cl[C:2]1[N:7]=[C:6]([NH2:8])[CH:5]=[N:4][CH:3]=1.[CH3:9][O-:10].[Na+]. (2) Given the product [ClH:33].[NH:23]1[CH2:22][CH2:21][CH:20]([C:18]2[N:5]3[N:6]=[C:7]4[C:12]([C:11]([N:13]5[N:17]=[CH:16][CH:15]=[N:14]5)=[CH:10][CH:9]=[CH:8]4)=[C:4]3[NH:3][C:2](=[O:1])[CH:19]=2)[CH2:25][CH2:24]1, predict the reactants needed to synthesize it. The reactants are: [O:1]=[C:2]1[CH:19]=[C:18]([CH:20]2[CH2:25][CH2:24][N:23](C(OC(C)(C)C)=O)[CH2:22][CH2:21]2)[N:5]2[N:6]=[C:7]3[C:12]([C:11]([N:13]4[N:17]=[CH:16][CH:15]=[N:14]4)=[CH:10][CH:9]=[CH:8]3)=[C:4]2[NH:3]1.[ClH:33].